Dataset: CYP3A4 substrate classification data from Carbon-Mangels et al.. Task: Regression/Classification. Given a drug SMILES string, predict its absorption, distribution, metabolism, or excretion properties. Task type varies by dataset: regression for continuous measurements (e.g., permeability, clearance, half-life) or binary classification for categorical outcomes (e.g., BBB penetration, CYP inhibition). Dataset: cyp3a4_substrate_carbonmangels. (1) The result is 1 (substrate). The drug is CN(C)CCCN1c2ccccc2CCc2ccc(Cl)cc21. (2) The result is 1 (substrate). The compound is COc1ccc2c(c1)[C@@]13CCCC[C@H]1[C@@H](C2)N(C)CC3. (3) The drug is CCc1oc2ccccc2c1C(=O)c1cc(Br)c(O)c(Br)c1. The result is 0 (non-substrate).